This data is from Full USPTO retrosynthesis dataset with 1.9M reactions from patents (1976-2016). The task is: Predict the reactants needed to synthesize the given product. The reactants are: [CH3:1][C:2]1[CH:7]=[CH:6][CH:5]=[C:4]([CH3:8])[C:3]=1[C:9]1[CH:10]=[C:11]2[C:17]([C:18](=[O:24])[CH:19]([CH2:22][CH3:23])[CH2:20][CH3:21])=[CH:16][NH:15][C:12]2=[CH:13][N:14]=1.Cl[C:26]1[N:27]=[N:28][C:29]([O:32][CH:33]([CH3:35])[CH3:34])=[CH:30][CH:31]=1.C([O-])([O-])=O.[Cs+].[Cs+]. Given the product [CH3:8][C:4]1[CH:5]=[CH:6][CH:7]=[C:2]([CH3:1])[C:3]=1[C:9]1[CH:10]=[C:11]2[C:17]([C:18](=[O:24])[CH:19]([CH2:22][CH3:23])[CH2:20][CH3:21])=[CH:16][N:15]([C:26]3[N:27]=[N:28][C:29]([O:32][CH:33]([CH3:35])[CH3:34])=[CH:30][CH:31]=3)[C:12]2=[CH:13][N:14]=1, predict the reactants needed to synthesize it.